From a dataset of CYP2C19 inhibition data for predicting drug metabolism from PubChem BioAssay. Regression/Classification. Given a drug SMILES string, predict its absorption, distribution, metabolism, or excretion properties. Task type varies by dataset: regression for continuous measurements (e.g., permeability, clearance, half-life) or binary classification for categorical outcomes (e.g., BBB penetration, CYP inhibition). Dataset: cyp2c19_veith. The drug is O=C(CN(Cc1ccco1)C(=O)c1cccc(Cl)c1)Nc1c(Cl)cc(Cl)cc1Cl. The result is 1 (inhibitor).